Dataset: Full USPTO retrosynthesis dataset with 1.9M reactions from patents (1976-2016). Task: Predict the reactants needed to synthesize the given product. (1) Given the product [C:17]1([C:13]2[O:14][C:15]([CH3:16])=[C:11]([CH2:10][CH2:9][C:6]3[C:5]4[CH:23]=[CH:24][C:2]([CH:33]=[O:34])=[CH:3][C:4]=4[O:8][N:7]=3)[N:12]=2)[CH:22]=[CH:21][CH:20]=[CH:19][CH:18]=1, predict the reactants needed to synthesize it. The reactants are: Br[C:2]1[CH:24]=[CH:23][C:5]2[C:6]([CH2:9][CH2:10][C:11]3[N:12]=[C:13]([C:17]4[CH:22]=[CH:21][CH:20]=[CH:19][CH:18]=4)[O:14][C:15]=3[CH3:16])=[N:7][O:8][C:4]=2[CH:3]=1.C([Li])CCC.CN([CH:33]=[O:34])C.[Cl-].[NH4+]. (2) Given the product [C:19]([C:12]1[C:11]2[C:15](=[CH:16][CH:17]=[C:9]([O:8][CH2:1][C:2]3[CH:3]=[CH:4][CH:5]=[CH:6][CH:7]=3)[CH:10]=2)[NH:14][CH:13]=1)(=[O:20])[CH3:18], predict the reactants needed to synthesize it. The reactants are: [CH2:1]([O:8][C:9]1[CH:10]=[C:11]2[C:15](=[CH:16][CH:17]=1)[NH:14][CH:13]=[CH:12]2)[C:2]1[CH:7]=[CH:6][CH:5]=[CH:4][CH:3]=1.[CH3:18][C:19](N(C)C)=[O:20].O=P(Cl)(Cl)Cl. (3) Given the product [C:1]([OH:6])(=[O:5])[C:2]([OH:4])=[O:3].[F:15][C:16]1[CH:17]=[C:18]2[C:25](=[CH:26][C:27]=1[O:28][CH3:29])[C:21]([CH2:22][CH2:23][NH2:24])=[CH:20][NH:19]2, predict the reactants needed to synthesize it. The reactants are: [C:1]([OH:6])(=[O:5])[C:2]([OH:4])=[O:3].CCOC(C)=O.CO.[F:15][C:16]1[CH:17]=[C:18]2[C:25](=[CH:26][C:27]=1[O:28][CH3:29])[C:21]([CH2:22][CH2:23][NH2:24])=[CH:20][NH:19]2.CCOCC. (4) Given the product [F:32][C:29]1[CH:30]=[CH:31][C:25]2[N:24]=[C:23]([C:18]3[C:17]4[C:16]5[C:11](=[CH:12][CH:13]=[CH:14][CH:15]=5)[N:10]([C:8]5[CH:7]=[CH:6][C:3]([C:4]([NH2:5])=[O:34])=[C:2]([NH:45][CH2:39][C:40]6[O:44][CH:43]=[CH:42][CH:41]=6)[CH:9]=5)[C:22]=4[CH:21]=[CH:20][CH:19]=3)[NH:27][C:26]=2[CH:28]=1, predict the reactants needed to synthesize it. The reactants are: F[C:2]1[CH:9]=[C:8]([N:10]2[C:22]3[CH:21]=[CH:20][CH:19]=[C:18]([C:23]4[NH:27][C:26]5[CH:28]=[C:29]([F:32])[CH:30]=[CH:31][C:25]=5[N:24]=4)[C:17]=3[C:16]3[C:11]2=[CH:12][CH:13]=[CH:14][CH:15]=3)[CH:7]=[CH:6][C:3]=1[C:4]#[N:5].C(=O)([O-])[O-:34].[K+].[K+].[CH2:39]([NH2:45])[C:40]1[O:44][CH:43]=[CH:42][CH:41]=1.[OH-].[Na+].OO. (5) Given the product [Na:1].[CH3:45][C:46]1([CH2:57][CH2:10][O:9][C:8]2[CH:7]=[CH:6][N:5]=[C:4]([CH2:22][S:23]([C:25]3[NH:29][C:28]4[CH:30]=[CH:31][CH:32]=[CH:33][C:27]=4[N:26]=3)=[O:24])[CH:3]=2)[O:47][CH2:48][C:49]2([O:50][CH2:51][CH2:52][CH2:53][O:54]2)[CH2:55][O:56]1, predict the reactants needed to synthesize it. The reactants are: [Na:1].C[C:3]1[C:4]([CH2:22][S:23]([C:25]2[NH:29][C:28]3[CH:30]=[CH:31][CH:32]=[CH:33][C:27]=3[N:26]=2)=[O:24])=[N:5][CH:6]=[CH:7][C:8]=1[O:9][CH2:10]C1(C)OCC2(OCCO2)CO1.ClC1C=CC=C(C(OO)=O)C=1.[CH3:45][C:46]1([CH2:57]CO)[O:56][CH2:55][C:49]2([O:54][CH2:53][CH2:52][CH2:51][O:50]2)[CH2:48][O:47]1. (6) Given the product [Cl:38][C:35]1[CH:36]=[CH:37][C:32]2[N:31]=[C:30]([C:39]3[CH:44]=[C:43]([Cl:45])[CH:42]=[CH:41][C:40]=3[Cl:46])[N:29]([CH2:25][C:26]([NH:54][C:53]3[CH:55]=[C:56]([C:58]([CH3:60])([CH3:59])[CH3:61])[CH:57]=[C:51]([C:47]([CH3:50])([CH3:49])[CH3:48])[CH:52]=3)=[O:27])[C:33]=2[CH:34]=1, predict the reactants needed to synthesize it. The reactants are: CC(N1C2C=CC(Cl)=CC=2N=C1C1C=C(Cl)C=CC=1Cl)C(O)=O.C[CH:25]([N:29]1[C:33]2[CH:34]=[C:35]([Cl:38])[CH:36]=[CH:37][C:32]=2[N:31]=[C:30]1[C:39]1[CH:44]=[C:43]([Cl:45])[CH:42]=[CH:41][C:40]=1[Cl:46])[C:26](O)=[O:27].[C:47]([C:51]1[CH:52]=[C:53]([CH:55]=[C:56]([C:58]([CH3:61])([CH3:60])[CH3:59])[CH:57]=1)[NH2:54])([CH3:50])([CH3:49])[CH3:48].CN(C(ON1N=NC2C=CC=NC1=2)=[N+](C)C)C.F[P-](F)(F)(F)(F)F. (7) Given the product [CH3:1][N:2]1[C:6]([C:7]([NH:9][C:10]2[CH:11]=[C:12]([C:16]#[C:17][C:18]3[CH:19]=[C:20]([C:24]([N:26]=[S:27]([C:30]4[CH:31]=[C:32]([CH2:36][C:37]([OH:39])=[O:38])[CH:33]=[CH:34][CH:35]=4)([CH3:29])=[O:28])=[O:25])[CH:21]=[N:22][CH:23]=3)[CH:13]=[CH:14][CH:15]=2)=[O:8])=[CH:5][C:4]([CH3:41])=[N:3]1, predict the reactants needed to synthesize it. The reactants are: [CH3:1][N:2]1[C:6]([C:7]([NH:9][C:10]2[CH:11]=[C:12]([C:16]#[C:17][C:18]3[CH:19]=[C:20]([C:24]([N:26]=[S:27]([C:30]4[CH:31]=[C:32]([CH2:36][C:37]([O:39]C)=[O:38])[CH:33]=[CH:34][CH:35]=4)([CH3:29])=[O:28])=[O:25])[CH:21]=[N:22][CH:23]=3)[CH:13]=[CH:14][CH:15]=2)=[O:8])=[CH:5][C:4]([CH3:41])=[N:3]1.[OH-].[Na+].C(O)(=O)C. (8) Given the product [CH3:12][N:13]([C:26]1[CH:31]=[CH:30][N:29]=[C:28]([S:32]([CH3:33])=[O:9])[N:27]=1)[C:14]1[N:15]=[N:16][CH:17]=[C:18]([C:20]2[CH:21]=[CH:22][CH:23]=[CH:24][CH:25]=2)[CH:19]=1, predict the reactants needed to synthesize it. The reactants are: C1C=C(Cl)C=C(C(OO)=[O:9])C=1.[CH3:12][N:13]([C:26]1[CH:31]=[CH:30][N:29]=[C:28]([S:32][CH3:33])[N:27]=1)[C:14]1[N:15]=[N:16][CH:17]=[C:18]([C:20]2[CH:25]=[CH:24][CH:23]=[CH:22][CH:21]=2)[CH:19]=1.